Dataset: Full USPTO retrosynthesis dataset with 1.9M reactions from patents (1976-2016). Task: Predict the reactants needed to synthesize the given product. (1) The reactants are: [NH2:1][C:2]1[CH:7]=[CH:6][C:5]([C:8]2[CH:13]=[CH:12][CH:11]=[C:10]([Cl:14])[CH:9]=2)=[CH:4][C:3]=1[C:15]([CH:17]1[CH2:19][CH2:18]1)=[O:16].[C:20]([Mg]Br)#[C:21][CH3:22]. Given the product [NH2:1][C:2]1[CH:7]=[CH:6][C:5]([C:8]2[CH:13]=[CH:12][CH:11]=[C:10]([Cl:14])[CH:9]=2)=[CH:4][C:3]=1[C:15]([CH:17]1[CH2:18][CH2:19]1)([C:20]#[C:21][CH3:22])[OH:16], predict the reactants needed to synthesize it. (2) The reactants are: [Cl:1][C:2]1[CH:3]=[CH:4][C:5]([CH3:34])=[C:6]([N:8]2[CH2:12][CH:11]3[CH2:13][N:14]([C:16]4[S:17][C:18]([C:21]5[N:22]=[N:23][N:24]([CH2:26][C:27]([O:29]C(C)(C)C)=[O:28])[N:25]=5)=[CH:19][N:20]=4)[CH2:15][CH:10]3[CH2:9]2)[CH:7]=1.C1COCC1.[Li+].[OH-]. Given the product [Cl:1][C:2]1[CH:3]=[CH:4][C:5]([CH3:34])=[C:6]([N:8]2[CH2:9][CH:10]3[CH2:15][N:14]([C:16]4[S:17][C:18]([C:21]5[N:22]=[N:23][N:24]([CH2:26][C:27]([OH:29])=[O:28])[N:25]=5)=[CH:19][N:20]=4)[CH2:13][CH:11]3[CH2:12]2)[CH:7]=1, predict the reactants needed to synthesize it. (3) Given the product [CH3:23][NH:24][C:8]([C:5]1[C:4](=[O:12])[N:3]([C:13]2[CH:18]=[CH:17][CH:16]=[C:15]([C:19]([F:22])([F:20])[F:21])[CH:14]=2)[C:2]([CH3:1])=[CH:7][N:6]=1)=[O:9], predict the reactants needed to synthesize it. The reactants are: [CH3:1][C:2]1[N:3]([C:13]2[CH:18]=[CH:17][CH:16]=[C:15]([C:19]([F:22])([F:21])[F:20])[CH:14]=2)[C:4](=[O:12])[C:5]([C:8](OC)=[O:9])=[N:6][CH:7]=1.[CH3:23][NH2:24].